Dataset: Reaction yield outcomes from USPTO patents with 853,638 reactions. Task: Predict the reaction yield, written as a fraction of the theoretical maximum amount of product (1.0 means a 100% yield; for example, 0.34 means a 34% yield). (1) The reactants are [CH3:1][C:2]1([CH3:43])[CH2:42][C:5]2[C:6]3[CH2:11][CH2:10][NH:9][CH:8]([C:12]4[C:13]([CH2:39][OH:40])=[C:14]([C:19]5[CH:20]=[C:21]([NH:27][C:28]6[CH:37]=[CH:36][C:35]7[CH2:34][N:33]([CH3:38])[CH2:32][CH2:31][C:30]=7[N:29]=6)[C:22](=[O:26])[N:23]([CH3:25])[CH:24]=5)[CH:15]=[C:16]([F:18])[CH:17]=4)[C:7]=3[S:41][C:4]=2[CH2:3]1.Br[C:45]1C=C(NC2C=CC3CN(CC)CCC=3N=2)C(=O)N(C)C=1. No catalyst specified. The product is [CH3:1][C:2]1([CH3:43])[CH2:42][C:5]2[C:6]3[CH2:11][CH2:10][NH:9][CH:8]([C:12]4[C:13]([CH2:39][OH:40])=[C:14]([C:19]5[CH:20]=[C:21]([NH:27][C:28]6[CH:37]=[CH:36][C:35]7[CH2:34][N:33]([CH2:38][CH3:45])[CH2:32][CH2:31][C:30]=7[N:29]=6)[C:22](=[O:26])[N:23]([CH3:25])[CH:24]=5)[CH:15]=[C:16]([F:18])[CH:17]=4)[C:7]=3[S:41][C:4]=2[CH2:3]1. The yield is 0.280. (2) The reactants are Cl.[NH2:2][C:3]1[CH:32]=[CH:31][C:6]2[NH:7][C:8]([C:13]3[C:14](=[O:30])[C@:15]([CH3:29])([CH2:24][CH2:25][CH:26]([CH3:28])[CH3:27])[C:16]4[C:21]([C:22]=3[OH:23])=[CH:20][CH:19]=[CH:18][CH:17]=4)=[N:9][S:10](=[O:12])(=[O:11])[C:5]=2[CH:4]=1.N1C=CC=CC=1.[N:39]1[C:43]2[CH:44]=[CH:45][CH:46]=[CH:47][C:42]=2[NH:41][C:40]=1[S:48](Cl)(=[O:50])=[O:49]. The catalyst is CC(C)=O. The product is [OH:23][C:22]1[C:21]2[C:16](=[CH:17][CH:18]=[CH:19][CH:20]=2)[C@@:15]([CH3:29])([CH2:24][CH2:25][CH:26]([CH3:28])[CH3:27])[C:14](=[O:30])[C:13]=1[C:8]1[NH:7][C:6]2[CH:31]=[CH:32][C:3]([NH:2][S:48]([C:40]3[NH:39][C:43]4[CH:44]=[CH:45][CH:46]=[CH:47][C:42]=4[N:41]=3)(=[O:49])=[O:50])=[CH:4][C:5]=2[S:10](=[O:12])(=[O:11])[N:9]=1. The yield is 0.450. (3) The reactants are [Cl:1][C:2]1[CH:7]=[C:6]([N+:8]([O-])=O)[CH:5]=[CH:4][C:3]=1[S:11][C:12]1[S:13][C:14]2[CH:20]=[C:19]([C:21]#[N:22])[CH:18]=[CH:17][C:15]=2[N:16]=1.O.O.[Sn](Cl)(Cl)(Cl)Cl. No catalyst specified. The product is [NH2:8][C:6]1[CH:5]=[CH:4][C:3]([S:11][C:12]2[S:13][C:14]3[CH:20]=[C:19]([C:21]#[N:22])[CH:18]=[CH:17][C:15]=3[N:16]=2)=[C:2]([Cl:1])[CH:7]=1. The yield is 0.930. (4) The catalyst is C(OCC)(=O)C. The product is [F:1][C:2]1[CH:3]=[CH:4][C:5]([CH:8]2[C:9]3[O:13][C:17](=[O:18])[NH:16][C:14](=[O:15])[C:10]=3[CH2:11][CH2:12]2)=[CH:6][CH:7]=1. The reactants are [F:1][C:2]1[CH:7]=[CH:6][C:5]([CH:8]2[CH2:12][CH2:11][CH2:10][C:9]2=[O:13])=[CH:4][CH:3]=1.[C:14](Cl)([N:16]=[C:17]=[O:18])=[O:15]. The yield is 0.525. (5) The reactants are [OH:1][CH2:2][C:3]1[CH:8]=[CH:7][C:6]([OH:9])=[CH:5][CH:4]=1.C(=O)([O-])[O-].[K+].[K+].Br[CH2:17][C:18]([O:20][CH2:21][CH3:22])=[O:19]. The catalyst is CC#N. The product is [OH:1][CH2:2][C:3]1[CH:8]=[CH:7][C:6]([O:9][CH2:17][C:18]([O:20][CH2:21][CH3:22])=[O:19])=[CH:5][CH:4]=1. The yield is 0.620. (6) The reactants are [C:1]([O:5][C:6]([NH:8][C@@H:9]([CH2:13][C:14]1[CH:19]=[CH:18][C:17]([N+:20]([O-:22])=[O:21])=[CH:16][CH:15]=1)[C:10](O)=[O:11])=[O:7])([CH3:4])([CH3:3])[CH3:2].C[N:24]1CCOCC1.ClC(OCC(C)C)=O.N. The catalyst is CN(C=O)C. The product is [C:1]([O:5][C:6](=[O:7])[NH:8][C@H:9]([C:10](=[O:11])[NH2:24])[CH2:13][C:14]1[CH:19]=[CH:18][C:17]([N+:20]([O-:22])=[O:21])=[CH:16][CH:15]=1)([CH3:4])([CH3:3])[CH3:2]. The yield is 0.740. (7) The reactants are C(O[BH-](OC(=O)C)OC(=O)C)(=O)C.[Na+].[C:15]([O:19][C:20](=[O:27])[NH:21][C:22]([CH3:26])([CH3:25])[CH:23]=O)([CH3:18])([CH3:17])[CH3:16].[F:28][C:29]1[CH:30]=[CH:31][C:32]([CH3:36])=[C:33]([CH:35]=1)[NH2:34].C(O)(=O)C.C(=O)(O)[O-].[Na+]. The catalyst is C(Cl)Cl. The product is [C:15]([O:19][C:20](=[O:27])[NH:21][C:22]([CH3:26])([CH3:25])[CH2:23][NH:34][C:33]1[CH:35]=[C:29]([F:28])[CH:30]=[CH:31][C:32]=1[CH3:36])([CH3:18])([CH3:17])[CH3:16]. The yield is 0.710. (8) The reactants are Br[C:2]1[C:3]([C:9]#[N:10])=[N:4][C:5]([CH3:8])=[CH:6][CH:7]=1.C([O-])([O-])=O.[K+].[K+].[N:17]1[NH:18][N:19]=[CH:20][CH:21]=1. The catalyst is CN(C=O)C. The product is [CH3:8][C:5]1[N:4]=[C:3]([C:9]#[N:10])[C:2]([N:18]2[N:19]=[CH:20][CH:21]=[N:17]2)=[CH:7][CH:6]=1. The yield is 0.480. (9) The reactants are [F:1][C:2]([F:48])([F:47])[C:3]1[CH:4]=[C:5]([CH:40]=[C:41]([C:43]([F:46])([F:45])[F:44])[CH:42]=1)[CH2:6][N:7]([CH2:14][C:15]1[CH:20]=[C:19]([C:21]([F:24])([F:23])[F:22])[CH:18]=[CH:17][C:16]=1[CH:25]([OH:39])[CH:26]1[CH2:31][CH2:30][N:29]([C:32]([O:34][C:35]([CH3:38])([CH3:37])[CH3:36])=[O:33])[CH2:28][CH2:27]1)[C:8]1[N:9]=[N:10][N:11]([CH3:13])[N:12]=1.[H-].[Na+].[CH3:51]I. The catalyst is C1COCC1. The product is [F:44][C:43]([F:46])([F:45])[C:41]1[CH:40]=[C:5]([CH:4]=[C:3]([C:2]([F:47])([F:1])[F:48])[CH:42]=1)[CH2:6][N:7]([CH2:14][C:15]1[CH:20]=[C:19]([C:21]([F:22])([F:23])[F:24])[CH:18]=[CH:17][C:16]=1[CH:25]([O:39][CH3:51])[CH:26]1[CH2:31][CH2:30][N:29]([C:32]([O:34][C:35]([CH3:38])([CH3:37])[CH3:36])=[O:33])[CH2:28][CH2:27]1)[C:8]1[N:9]=[N:10][N:11]([CH3:13])[N:12]=1. The yield is 0.720. (10) The reactants are [N:1]12[CH2:8][CH2:7][C:4]([C:9]([C:17]3[CH:22]=[CH:21][CH:20]=[CH:19][CH:18]=3)([C:11]3[CH:16]=[CH:15][CH:14]=[CH:13][CH:12]=3)[OH:10])([CH2:5][CH2:6]1)[CH2:3][CH2:2]2.[Br:23][CH2:24][CH2:25][CH2:26][CH2:27][CH2:28][CH2:29][CH2:30][CH2:31][CH3:32]. The catalyst is CC#N. The product is [Br-:23].[OH:10][C:9]([C:17]1[CH:22]=[CH:21][CH:20]=[CH:19][CH:18]=1)([C:11]1[CH:12]=[CH:13][CH:14]=[CH:15][CH:16]=1)[C:4]12[CH2:5][CH2:6][N+:1]([CH2:24][CH2:25][CH2:26][CH2:27][CH2:28][CH2:29][CH2:30][CH2:31][CH3:32])([CH2:2][CH2:3]1)[CH2:8][CH2:7]2. The yield is 0.458.